From a dataset of Full USPTO retrosynthesis dataset with 1.9M reactions from patents (1976-2016). Predict the reactants needed to synthesize the given product. (1) Given the product [F:9][C@H:10]1[C@@H:15]([O:16][C:17]2[CH:24]=[CH:23][C:22]([C:25]3[N:30]=[C:29]([NH:31][C:32]4[CH:37]=[CH:36][C:35]([N:38]5[CH2:39][CH2:40][N:41]([CH:44]6[CH2:47][O:46][CH2:45]6)[CH2:42][CH2:43]5)=[CH:34][CH:33]=4)[N:28]=[CH:27][N:26]=3)=[CH:21][C:18]=2[C:19]#[N:20])[CH2:14][CH2:13][N:12]([C:6]([C:5]2[NH:1][N:2]=[CH:3][CH:4]=2)=[O:8])[CH2:11]1, predict the reactants needed to synthesize it. The reactants are: [NH:1]1[C:5]([C:6]([OH:8])=O)=[CH:4][CH:3]=[N:2]1.[F:9][C@H:10]1[C@@H:15]([O:16][C:17]2[CH:24]=[CH:23][C:22]([C:25]3[N:30]=[C:29]([NH:31][C:32]4[CH:37]=[CH:36][C:35]([N:38]5[CH2:43][CH2:42][N:41]([CH:44]6[CH2:47][O:46][CH2:45]6)[CH2:40][CH2:39]5)=[CH:34][CH:33]=4)[N:28]=[CH:27][N:26]=3)=[CH:21][C:18]=2[C:19]#[N:20])[CH2:14][CH2:13][NH:12][CH2:11]1. (2) Given the product [CH2:16]([O:23][N:24]1[C:30](=[O:31])[N:29]2[CH2:32][C@H:25]1[CH2:26][CH2:27][C@H:28]2[C:33]([NH:35][NH:36][C:13](=[O:15])[CH2:12][C:9]1([NH:8][C:6](=[O:7])[O:5][C:1]([CH3:2])([CH3:3])[CH3:4])[CH2:10][CH2:11]1)=[O:34])[C:17]1[CH:22]=[CH:21][CH:20]=[CH:19][CH:18]=1, predict the reactants needed to synthesize it. The reactants are: [C:1]([O:5][C:6]([NH:8][C:9]1([CH2:12][C:13]([OH:15])=O)[CH2:11][CH2:10]1)=[O:7])([CH3:4])([CH3:3])[CH3:2].[CH2:16]([O:23][N:24]1[C:30](=[O:31])[N:29]2[CH2:32][C@H:25]1[CH2:26][CH2:27][C@H:28]2[C:33]([NH:35][NH2:36])=[O:34])[C:17]1[CH:22]=[CH:21][CH:20]=[CH:19][CH:18]=1.CCN(C(C)C)C(C)C.CN(C(ON1N=NC2C=CC=NC1=2)=[N+](C)C)C.F[P-](F)(F)(F)(F)F.